From a dataset of Reaction yield outcomes from USPTO patents with 853,638 reactions. Predict the reaction yield, written as a fraction of the theoretical maximum amount of product (1.0 means a 100% yield; for example, 0.34 means a 34% yield). (1) The reactants are [F:1][C:2]1[CH:7]=[C:6]([F:8])[CH:5]=[CH:4][C:3]=1[C:9]1[CH:14]=[CH:13][CH:12]=[C:11]([NH:15][C:16]([C:18]2[N:19](C(OC(C)(C)C)=O)[C:20]3[C:25]([CH:26]=2)=[CH:24][CH:23]=[C:22]([NH:27][S:28](=[O:32])(=[O:31])[NH:29][CH3:30])[CH:21]=3)=[O:17])[CH:10]=1.C(O)(C(F)(F)F)=O.[OH-].[Na+]. The catalyst is C(Cl)Cl. The product is [F:1][C:2]1[CH:7]=[C:6]([F:8])[CH:5]=[CH:4][C:3]=1[C:9]1[CH:14]=[CH:13][CH:12]=[C:11]([NH:15][C:16]([C:18]2[NH:19][C:20]3[C:25]([CH:26]=2)=[CH:24][CH:23]=[C:22]([NH:27][S:28](=[O:31])(=[O:32])[NH:29][CH3:30])[CH:21]=3)=[O:17])[CH:10]=1. The yield is 0.410. (2) The reactants are CC1(C)C2C(=C(P(C3C=CC=CC=3)C3C=CC=CC=3)C=CC=2)OC2C(P(C3C=CC=CC=3)C3C=CC=CC=3)=CC=CC1=2.C(=O)([O-])[O-].[Cs+].[Cs+].[CH:49]1([C:52]2[CH:57]=[CH:56][N:55]=[CH:54][C:53]=2[N:58]2[CH2:62][CH2:61][NH:60][C:59]2=[O:63])[CH2:51][CH2:50]1.Cl[C:65]1[N:70]=[C:69]([C:71]([F:74])([F:73])[F:72])[CH:68]=[CH:67][N:66]=1. The catalyst is C1(C)C=CC=CC=1.C(Cl)(Cl)Cl.C1C=CC(/C=C/C(/C=C/C2C=CC=CC=2)=O)=CC=1.C1C=CC(/C=C/C(/C=C/C2C=CC=CC=2)=O)=CC=1.C1C=CC(/C=C/C(/C=C/C2C=CC=CC=2)=O)=CC=1.[Pd].[Pd].CO. The product is [CH:49]1([C:52]2[CH:57]=[CH:56][N:55]=[CH:54][C:53]=2[N:58]2[CH2:62][CH2:61][N:60]([C:65]3[N:70]=[C:69]([C:71]([F:74])([F:73])[F:72])[CH:68]=[CH:67][N:66]=3)[C:59]2=[O:63])[CH2:51][CH2:50]1. The yield is 0.350.